Dataset: Experimentally validated miRNA-target interactions with 360,000+ pairs, plus equal number of negative samples. Task: Binary Classification. Given a miRNA mature sequence and a target amino acid sequence, predict their likelihood of interaction. (1) The miRNA is mmu-miR-3058-5p with sequence UCAGCCACGGCUUACCUGGAAGA. The protein sequence of the target gene is MAGIIKKQILKHLSRFTKNLSPDKINLSTLKGEGELKNLELDEEVLQNMLDLPTWLAISKVFCNKASIRIPWTKLKTQPICLSLDKVIMEMSTCEEPRAPNGPSPIATASGQSEYGFAEKVVEGITVSVNSIVIRIGAKAFNASFELSQLRIYSVNAQWEHGDLRFTRIQDPQRGEVLTFKEINWQMIRIEADATQSSHLEIMCAPVRLITNQSKIRVTLKRRLKDCNVIATKLVLILDDLLWVLTDSQLKAMVQYAKSLSEAIEKSTEQRKSMAPEPTQSSTVTSSAQHVKTPQAANAP.... Result: 0 (no interaction). (2) The miRNA is hsa-miR-7-1-3p with sequence CAACAAAUCACAGUCUGCCAUA. The protein sequence of the target gene is MDAAGRGCHLLPLPAARGPARAPAAAAAAAASPPGPCSGAACAPSAAAGAGAMNPSSSAGEEKGATGGSSSSGSGAGSCCLGAEGGADPRGAGSAAAAGAAALDEPAAAGQKEKDEALEEKLRNLTFRKQVSYRKAISRAGLQHLAPAHPLSLPVANGPAKEPRATLDWSENAVNGEHLWLETNVSGDLCYLGEENCQVRFAKSALRRKCAVCKIVVHTACIEQLEKINFRCKPTFREGGSRSPRENFVRHHWVHRRRQEGKCKQCGKGFQQKFSFHSKEIVAISCSWCKQAFHNKVTCF.... Result: 1 (interaction). (3) The miRNA is hsa-miR-3175 with sequence CGGGGAGAGAACGCAGUGACGU. The protein sequence of the target gene is MSQAVQTNGTQPLSKTWELSLYELQRTPQEAITDGLEIVVSPRSLHSELMCPICLDMLKNTMTTKECLHRFCADCIITALRSGNKECPTCRKKLVSKRSLRPDPNFDALISKIYPSRDEYEAHQERVLARINKHNNQQALSHSIEEGLKIQAMNRLQRGKKQQIENGSGAEDNGDSSHCSNASTHSNQEAGPSNKRTKTSDDSGLELDNNNAAVAIDPVMDGASEIELVFRPHPTLMEKDDSAQTRYIKTSGNATVDHLSKYLAVRLALEELRSKGESNQMNLDTASEKQYTIYIATASG.... Result: 0 (no interaction). (4) The miRNA is mmu-miR-1264-5p with sequence AGGUCCUCAAUAAGUAUUUGUU. The protein sequence of the target gene is MVALSLKICVRHCNVVKTMQFEPSTAVYDACRVIRERVPEAQTGQASDYGLFLSDEDPRKGIWLEAGRTLDYYMLRNGDILEYKKKQRPQKIRMLDGSVKTVMVDDSKTVGELLVTICSRIGITNYEEYSLIQETIEEKKEEGTGTLKKDRTLLRDERKMEKLKAKLHTDDDLNWLDHSRTFREQGVDENETLLLRRKFFYSDQNVDSRDPVQLNLLYVQARDDILNGSHPVSFEKACEFGGFQAQIQFGPHVEHKHKPGFLDLKEFLPKEYIKQRGAEKRIFQEHKNCGEMSEIEAKVK.... Result: 0 (no interaction).